Dataset: Reaction yield outcomes from USPTO patents with 853,638 reactions. Task: Predict the reaction yield, written as a fraction of the theoretical maximum amount of product (1.0 means a 100% yield; for example, 0.34 means a 34% yield). The reactants are [N:1]1([C:6]2[CH:36]=[CH:35][C:9]([CH2:10][N:11]3[C:19]([NH:20][C:21]4[CH:26]=[CH:25][CH:24]=[CH:23][CH:22]=4)=[C:18]4[C:13]([N:14]([CH2:30][C:31]([CH3:34])([CH3:33])[CH3:32])[C:15](=[O:29])[N:16]([CH3:28])[C:17]4=S)=[N:12]3)=[CH:8][CH:7]=2)[CH:5]=[N:4][CH:3]=[N:2]1.[NH3:37]. The catalyst is CO.Cl[Hg]Cl. The product is [N:1]1([C:6]2[CH:36]=[CH:35][C:9]([CH2:10][N:11]3[C:19]([NH:20][C:21]4[CH:26]=[CH:25][CH:24]=[CH:23][CH:22]=4)=[C:18]4[C:13]([N:14]([CH2:30][C:31]([CH3:34])([CH3:33])[CH3:32])[C:15](=[O:29])[N:16]([CH3:28])[C:17]4=[NH:37])=[N:12]3)=[CH:8][CH:7]=2)[CH:5]=[N:4][CH:3]=[N:2]1. The yield is 0.900.